This data is from Forward reaction prediction with 1.9M reactions from USPTO patents (1976-2016). The task is: Predict the product of the given reaction. (1) Given the reactants Cl[C:2]1[CH:7]=[CH:6][N:5]=[C:4]2[CH:8]=[C:9]([C:11]3[N:12]=[CH:13][N:14]([CH3:16])[CH:15]=3)[S:10][C:3]=12.Cl.[CH3:18][NH2:19].[OH-].[Na+], predict the reaction product. The product is: [CH3:18][NH:19][C:2]1[CH:7]=[CH:6][N:5]=[C:4]2[CH:8]=[C:9]([C:11]3[N:12]=[CH:13][N:14]([CH3:16])[CH:15]=3)[S:10][C:3]=12. (2) The product is: [CH3:1][NH:2][CH2:3][CH2:4][CH:5]([O:12][C:13]1[CH:18]=[CH:17][C:16]([C:19]([F:20])([F:22])[F:21])=[CH:15][CH:14]=1)[C:6]1[CH:7]=[CH:8][CH:9]=[CH:10][CH:11]=1.[ClH:23].[C:24]([OH:31])(=[O:30])[CH2:25][CH2:26][C:27]([OH:29])=[O:28]. Given the reactants [CH3:1][NH:2][CH2:3][CH2:4][CH:5]([O:12][C:13]1[CH:14]=[CH:15][C:16]([C:19]([F:22])([F:21])[F:20])=[CH:17][CH:18]=1)[C:6]1[CH:7]=[CH:8][CH:9]=[CH:10][CH:11]=1.[ClH:23].[C:24]([OH:31])(=[O:30])[CH2:25][CH2:26][C:27]([OH:29])=[O:28], predict the reaction product. (3) Given the reactants [F:1][C:2]1[C:7]([CH:8]=[O:9])=[CH:6][CH:5]=[CH:4][C:3]=1[NH:10][S:11]([C:14]1[CH:19]=[CH:18][C:17]([C:20]([F:23])([F:22])[F:21])=[CH:16][CH:15]=1)(=[O:13])=[O:12].[N:24]1[CH:29]=[CH:28][N:27]=[C:26]2[NH:30][CH:31]=[CH:32][C:25]=12.[OH-].[K+].O, predict the reaction product. The product is: [F:1][C:2]1[C:7]([CH:8]([OH:9])[C:32]2[C:25]3[C:26](=[N:27][CH:28]=[CH:29][N:24]=3)[NH:30][CH:31]=2)=[CH:6][CH:5]=[CH:4][C:3]=1[NH:10][S:11]([C:14]1[CH:19]=[CH:18][C:17]([C:20]([F:23])([F:21])[F:22])=[CH:16][CH:15]=1)(=[O:13])=[O:12]. (4) Given the reactants [NH:1]1[C:9]2[C:4](=[CH:5][CH:6]=[C:7]([CH:10]([C:16]3[CH:21]=[CH:20][CH:19]=[CH:18][N:17]=3)[CH2:11][C:12]([NH:14][CH3:15])=O)[CH:8]=2)[CH:3]=[CH:2]1.N1C2C(=CC=CC=2C(C2C=CC=CC=2)CCNC)C=C1, predict the reaction product. The product is: [NH:1]1[C:9]2[C:4](=[CH:5][CH:6]=[C:7]([CH:10]([C:16]3[CH:21]=[CH:20][CH:19]=[CH:18][N:17]=3)[CH2:11][CH2:12][NH:14][CH3:15])[CH:8]=2)[CH:3]=[CH:2]1. (5) Given the reactants C[O:2][C:3]([C:5]1([CH:18]([C:23]2[CH:28]=[CH:27][C:26](Br)=[CH:25][CH:24]=2)[CH2:19][N+:20]([O-])=O)[CH2:10][CH2:9][N:8]([C:11]([O:13][C:14]([CH3:17])([CH3:16])[CH3:15])=[O:12])[CH2:7][CH2:6]1)=O.C([O-])=O.[NH4+], predict the reaction product. The product is: [C:14]([O:13][C:11]([N:8]1[CH2:7][CH2:6][C:5]2([C:3](=[O:2])[NH:20][CH2:19][CH:18]2[C:23]2[CH:24]=[CH:25][CH:26]=[CH:27][CH:28]=2)[CH2:10][CH2:9]1)=[O:12])([CH3:16])([CH3:17])[CH3:15]. (6) Given the reactants [CH2:1]([O:3][C:4]([C:6]1[CH:7]=[N:8][C:9]2[C:14]([C:15]=1Cl)=[CH:13][CH:12]=[CH:11][C:10]=2[N+:17]([O-])=O)=[O:5])[CH3:2].[CH:20]([NH2:23])([CH3:22])[CH3:21], predict the reaction product. The product is: [CH2:1]([O:3][C:4]([C:6]1[CH:7]=[N:8][C:9]2[C:14]([C:15]=1[NH:23][CH:20]([CH3:22])[CH3:21])=[CH:13][CH:12]=[CH:11][C:10]=2[NH2:17])=[O:5])[CH3:2]. (7) Given the reactants [Cl:1][C:2]1[C:7]([N+:8]([O-:10])=[O:9])=[CH:6][CH:5]=[C:4]([Cl:11])[C:3]=1[S:12](Cl)(=[O:14])=[O:13].[NH2:16][C:17]1[CH:22]=[CH:21][N:20]=[CH:19][CH:18]=1.C(N(CC)CC)C, predict the reaction product. The product is: [N:20]1[CH:21]=[CH:22][C:17]([NH:16][S:12]([C:3]2[C:4]([Cl:11])=[CH:5][CH:6]=[C:7]([N+:8]([O-:10])=[O:9])[C:2]=2[Cl:1])(=[O:14])=[O:13])=[CH:18][CH:19]=1.